Dataset: Reaction yield outcomes from USPTO patents with 853,638 reactions. Task: Predict the reaction yield, written as a fraction of the theoretical maximum amount of product (1.0 means a 100% yield; for example, 0.34 means a 34% yield). (1) The reactants are Cl[C:2]1[C:3]([N+:8]([O-:10])=[O:9])=[N:4][CH:5]=[CH:6][CH:7]=1.[C:11]1([SH:17])[CH:16]=[CH:15][CH:14]=[CH:13][CH:12]=1.C(=O)([O-])[O-].[Cs+].[Cs+]. The catalyst is CS(C)=O.O. The product is [N+:8]([C:3]1[C:2]([S:17][C:11]2[CH:16]=[CH:15][CH:14]=[CH:13][CH:12]=2)=[CH:7][CH:6]=[CH:5][N:4]=1)([O-:10])=[O:9]. The yield is 0.698. (2) The reactants are [C:1](=[O:4])([O-])[O-].[Cs+].[Cs+].[Br:7][C:8]1[CH:13]=[CH:12][C:11]([N:14]2[N:18]=[C:17](O)[CH:16]=[N:15]2)=[CH:10][CH:9]=1.CI.O. The catalyst is C1COCC1. The product is [Br:7][C:8]1[CH:9]=[CH:10][C:11]([N:14]2[N:18]=[C:17]([O:4][CH3:1])[CH:16]=[N:15]2)=[CH:12][CH:13]=1. The yield is 0.950.